From a dataset of Full USPTO retrosynthesis dataset with 1.9M reactions from patents (1976-2016). Predict the reactants needed to synthesize the given product. (1) Given the product [CH:39]1([N:34]2[CH2:33][CH2:32][C:31]3[CH:37]=[CH:38][C:28]([O:27][C:24]4[CH:23]=[N:22][C:21]([C:19]5[O:18][N:17]=[C:16]([CH3:15])[N:20]=5)=[CH:26][N:25]=4)=[CH:29][C:30]=3[CH2:36][CH2:35]2)[CH2:43][CH2:42][CH2:41][CH2:40]1, predict the reactants needed to synthesize it. The reactants are: C(O[BH-](OC(=O)C)OC(=O)C)(=O)C.[Na+].[CH3:15][C:16]1[N:20]=[C:19]([C:21]2[N:22]=[CH:23][C:24]([O:27][C:28]3[CH:38]=[CH:37][C:31]4[CH2:32][CH2:33][NH:34][CH2:35][CH2:36][C:30]=4[CH:29]=3)=[N:25][CH:26]=2)[O:18][N:17]=1.[C:39]1(=O)[CH2:43][CH2:42][CH2:41][CH2:40]1. (2) The reactants are: C1(O[C:8](=[O:29])[NH:9][C:10]2[S:14][N:13]=[C:12]([O:15][CH2:16][C:17]3[CH:22]=[C:21]([F:23])[C:20]([CH3:24])=[CH:19][C:18]=3[F:25])[C:11]=2[C:26](=[O:28])[NH2:27])C=CC=CC=1.[NH2:30][CH2:31][CH2:32][CH:33]([OH:40])[CH2:34][NH:35][C:36]([CH3:39])([CH3:38])[CH3:37]. Given the product [C:36]([NH:35][CH2:34][CH:33]([OH:40])[CH2:32][CH2:31][NH:30][C:8](=[O:29])[NH:9][C:10]1[S:14][N:13]=[C:12]([O:15][CH2:16][C:17]2[CH:22]=[C:21]([F:23])[C:20]([CH3:24])=[CH:19][C:18]=2[F:25])[C:11]=1[C:26]([NH2:27])=[O:28])([CH3:39])([CH3:37])[CH3:38], predict the reactants needed to synthesize it. (3) Given the product [CH3:33][O:32][C:30]1[CH:31]=[C:26]([CH2:25][O:24][C:14]2[CH:13]=[C:12]([NH:11][C:49]([C:46]3[CH:45]=[N:44][C:43]([N:40]4[CH2:41][CH2:42][N:37]([CH3:36])[CH2:38][CH2:39]4)=[CH:48][N:47]=3)=[O:50])[NH:16][N:15]=2)[CH:27]=[C:28]([O:34][CH3:35])[CH:29]=1, predict the reactants needed to synthesize it. The reactants are: C[Si]([N-][Si](C)(C)C)(C)C.[Na+].[NH2:11][C:12]1[N:16](C(OC(C)(C)C)=O)[N:15]=[C:14]([O:24][CH2:25][C:26]2[CH:31]=[C:30]([O:32][CH3:33])[CH:29]=[C:28]([O:34][CH3:35])[CH:27]=2)[CH:13]=1.[CH3:36][N:37]1[CH2:42][CH2:41][N:40]([C:43]2[N:44]=[CH:45][C:46]([C:49](OC)=[O:50])=[N:47][CH:48]=2)[CH2:39][CH2:38]1.[NH4+].[Cl-]. (4) Given the product [F:22][C:23]1[CH:24]=[C:25]([NH:26][S:2]([C:5]2[CH:14]=[CH:13][C:12]3[NH:11][C:10](=[O:15])[C:9]4[NH:16][CH:17]=[CH:18][C:8]=4[C:7]=3[CH:6]=2)(=[O:3])=[O:4])[CH:27]=[C:28]([F:30])[CH:29]=1.[CH2:18]([C:19]([O-:21])=[O:20])[CH3:17], predict the reactants needed to synthesize it. The reactants are: Cl[S:2]([C:5]1[CH:14]=[CH:13][C:12]2[NH:11][C:10](=[O:15])[C:9]3[NH:16][CH:17]=[C:18]([C:19]([OH:21])=[O:20])[C:8]=3[C:7]=2[CH:6]=1)(=[O:4])=[O:3].[F:22][C:23]1[CH:24]=[C:25]([CH:27]=[C:28]([F:30])[CH:29]=1)[NH2:26]. (5) Given the product [ClH:23].[Cl:23][C:3]1[C:2]([C:27]2[CH:28]=[CH:29][N:24]=[CH:25][CH:26]=2)=[CH:6][S:5][C:4]=1[C:7]1[N:11]2[N:12]=[C:13]([CH3:21])[CH:14]=[C:15]([CH:16]([CH2:19][CH3:20])[CH2:17][CH3:18])[C:10]2=[N:9][C:8]=1[CH3:22], predict the reactants needed to synthesize it. The reactants are: Br[C:2]1[C:3]([Cl:23])=[C:4]([C:7]2[N:11]3[N:12]=[C:13]([CH3:21])[CH:14]=[C:15]([CH:16]([CH2:19][CH3:20])[CH2:17][CH3:18])[C:10]3=[N:9][C:8]=2[CH3:22])[S:5][CH:6]=1.[N:24]1[CH:29]=[CH:28][C:27](B(O)O)=[CH:26][CH:25]=1.C([O-])([O-])=O.[Na+].[Na+].C1C=CC(P(C2C=CC=CC=2)C2C=CC=CC=2)=CC=1.Cl.CCO. (6) Given the product [Cl:14][C:15]1[CH:16]=[C:17]([C:5]2[S:4][C:3]([CH:9]=[O:13])=[C:2]([C:31]3[CH:32]=[CH:33][C:28]([OH:27])=[CH:29][CH:30]=3)[C:6]=2[CH3:7])[CH:18]=[CH:19][C:20]=1[OH:21], predict the reactants needed to synthesize it. The reactants are: Br[C:2]1[C:6]([CH3:7])=[C:5](I)[S:4][C:3]=1[CH:9]1[O:13]CCO1.[Cl:14][C:15]1[CH:16]=[C:17](B(O)O)[CH:18]=[CH:19][C:20]=1[O:21]C.C[O:27][C:28]1[CH:33]=[CH:32][C:31](B(O)O)=[CH:30][CH:29]=1. (7) Given the product [Cl:1][C:2]1[C:3]([F:9])=[CH:4][C:5]([OH:8])=[C:6]([C:10](=[O:12])[CH3:11])[CH:7]=1, predict the reactants needed to synthesize it. The reactants are: [Cl:1][C:2]1[CH:7]=[CH:6][C:5]([OH:8])=[CH:4][C:3]=1[F:9].[C:10](Cl)(=[O:12])[CH3:11].[Cl-].[Cl-].[Cl-].[Al+3]. (8) Given the product [CH2:1]=[CH:2][CH2:3][CH2:4][CH2:27][CH2:21][CH2:20][CH2:7][CH2:6][CH3:5].[CH3:1][CH2:2][CH:3]=[CH:4][CH2:28][CH2:27][CH2:29][CH2:21][CH2:20][CH2:7][CH2:6][CH3:5], predict the reactants needed to synthesize it. The reactants are: [CH2:1]=[CH:2][CH2:3][CH3:4].[CH3:5][C:6]1[N+](CC2C(N)=NC(C)=NC=2)=CS[C:7]=1[CH2:20][CH2:21]OP(O)(O)=O.[CH:27](O)([CH3:29])[CH3:28]. (9) The reactants are: [C:1]([O:5][C:6]([NH:8][C@@H:9]1[C@@H:24]([C:25]2[CH:30]=[C:29]([F:31])[C:28]([F:32])=[CH:27][C:26]=2[F:33])[CH2:23][C:12]2[N:13]=[C:14]3[CH:19]=[C:18]([C:20](O)=[O:21])[CH:17]=[CH:16][N:15]3[C:11]=2[CH2:10]1)=[O:7])([CH3:4])([CH3:3])[CH3:2].CCN=C=NCCCN(C)C.C1C=CC2N(O)[N:52]=[N:51]C=2C=1.O.NN. Given the product [NH:51]([C:20]([C:18]1[CH:17]=[CH:16][N:15]2[C:11]3[CH2:10][C@H:9]([NH:8][C:6](=[O:7])[O:5][C:1]([CH3:2])([CH3:4])[CH3:3])[C@@H:24]([C:25]4[CH:30]=[C:29]([F:31])[C:28]([F:32])=[CH:27][C:26]=4[F:33])[CH2:23][C:12]=3[N:13]=[C:14]2[CH:19]=1)=[O:21])[NH2:52], predict the reactants needed to synthesize it. (10) Given the product [CH3:19][O:20][C:21]1[CH:26]=[CH:25][C:24]([S:27][C:5]2[CH:6]=[CH:7][C:2]([CH3:1])=[CH:3][C:4]=2[N+:16]([O-:18])=[O:17])=[CH:23][CH:22]=1, predict the reactants needed to synthesize it. The reactants are: [CH3:1][C:2]1[CH:7]=[CH:6][C:5](OS(C(F)(F)F)(=O)=O)=[C:4]([N+:16]([O-:18])=[O:17])[CH:3]=1.[CH3:19][O:20][C:21]1[CH:26]=[CH:25][C:24]([SH:27])=[CH:23][CH:22]=1.